Predict the reaction yield, written as a fraction of the theoretical maximum amount of product (1.0 means a 100% yield; for example, 0.34 means a 34% yield). From a dataset of Reaction yield outcomes from USPTO patents with 853,638 reactions. (1) The reactants are [C:1]1([S:7]([N:10]2[C:18]3[C:13](=[CH:14][CH:15]=[CH:16][CH:17]=3)[C:12](I)=[CH:11]2)(=[O:9])=[O:8])[CH:6]=[CH:5][CH:4]=[CH:3][CH:2]=1.CC1(C)C(C)(C)OB([C:28]2[CH:36]=[CH:35][C:31]3[N:32]=[CH:33][O:34][C:30]=3[CH:29]=2)O1. No catalyst specified. The product is [C:1]1([S:7]([N:10]2[C:18]3[C:13](=[CH:14][CH:15]=[CH:16][CH:17]=3)[C:12]([C:28]3[CH:36]=[CH:35][C:31]4[N:32]=[CH:33][O:34][C:30]=4[CH:29]=3)=[CH:11]2)(=[O:9])=[O:8])[CH:6]=[CH:5][CH:4]=[CH:3][CH:2]=1. The yield is 0.700. (2) The reactants are [F:1][C:2]([F:7])([F:6])[C:3]([OH:5])=[O:4].N[C@H]1COC2C=C(C)C=CC=2NC1=O.[CH3:22][C@@H:23]1[O:29][C:28]2[CH:30]=[C:31]([CH3:34])[CH:32]=[CH:33][C:27]=2[NH:26][C:25](=[O:35])[C@H:24]1[NH:36]C(=O)OC(C)(C)C. No catalyst specified. The product is [F:1][C:2]([F:7])([F:6])[C:3]([OH:5])=[O:4].[NH2:36][C@H:24]1[C@H:23]([CH3:22])[O:29][C:28]2[CH:30]=[C:31]([CH3:34])[CH:32]=[CH:33][C:27]=2[NH:26][C:25]1=[O:35]. The yield is 1.12. (3) The reactants are [CH2:1]([SH:5])[CH2:2][CH2:3][CH3:4].[Cl:6][C:7]1[C:18]([C:19](=[O:22])[CH2:20]Cl)=[CH:17][C:10]2[N:11]([CH3:16])[C:12](=[O:15])[N:13]([CH3:14])[C:9]=2[CH:8]=1.C(=O)([O-])[O-].[K+].[K+].CN(C=O)C. The catalyst is C1COCC1. The product is [CH2:1]([S:5][CH2:20][C:19]([C:18]1[C:7]([Cl:6])=[CH:8][C:9]2[N:13]([CH3:14])[C:12](=[O:15])[N:11]([CH3:16])[C:10]=2[CH:17]=1)=[O:22])[CH2:2][CH2:3][CH3:4]. The yield is 0.540. (4) The reactants are [O:1]1[C:5]2[CH:6]=[CH:7][C:8]([OH:10])=[CH:9][C:4]=2[O:3][CH2:2]1.C([Mg]Cl)(C)C.[CH2:16]1[N:27]2[C:28]3[C:20](=[CH:21][C:22](=[O:30])[C:23](=[O:29])[C:24]=3[CH:25]=[CH:26]2)[O:19][CH2:18][CH2:17]1. The catalyst is O1CCCC1.ClCCl. The product is [OH:29][C:23]1([C:7]2[C:8]([OH:10])=[CH:9][C:4]3[O:3][CH2:2][O:1][C:5]=3[CH:6]=2)[C:22](=[O:30])[CH:21]=[C:20]2[O:19][CH2:18][CH2:17][CH2:16][N:27]3[C:28]2=[C:24]1[CH:25]=[CH:26]3. The yield is 0.770.